From a dataset of Catalyst prediction with 721,799 reactions and 888 catalyst types from USPTO. Predict which catalyst facilitates the given reaction. (1) Reactant: [Cl:1][C:2]1[CH:7]=[CH:6][C:5]([CH2:8][NH:9][C@H:10]2[CH2:15][CH2:14][CH2:13][CH2:12][C@@H:11]2[NH:16][C:17](=[O:32])[CH2:18][NH:19][C:20](=[O:31])[C:21]2[CH:26]=[CH:25][CH:24]=[C:23]([C:27]([F:30])([F:29])[F:28])[CH:22]=2)=[CH:4][CH:3]=1.[C:33]([NH2:41])(=[O:40])[C:34]1[CH:39]=[CH:38][CH:37]=[CH:36][CH:35]=1.C=O.C([O-])(O)=O.[Na+]. Product: [Cl:1][C:2]1[CH:7]=[CH:6][C:5]([CH2:8][N:9]([CH3:33])[C@H:10]2[CH2:15][CH2:14][CH2:13][CH2:12][C@@H:11]2[NH:16][C:17](=[O:32])[CH2:18][NH:19][C:20](=[O:31])[C:21]2[CH:26]=[CH:25][CH:24]=[C:23]([C:27]([F:30])([F:29])[F:28])[CH:22]=2)=[CH:4][CH:3]=1.[C:33]([NH2:41])(=[O:40])[C:34]1[CH:39]=[CH:38][CH:37]=[CH:36][CH:35]=1. The catalyst class is: 1. (2) Reactant: [Cl:1][C:2]1[CH:3]=[C:4]([CH:28]=[CH:29][CH:30]=1)[CH2:5][NH:6][C:7]([C:9]1[N:10]([CH2:25][CH2:26]O)[CH:11]=[C:12]([Br:24])[C:13](=[O:23])[C:14]=1[O:15][CH2:16][C:17]1[CH:22]=[CH:21][CH:20]=[CH:19][CH:18]=1)=[O:8].C(N(CC)C(C)C)(C)C.CS(Cl)(=O)=O.Cl. Product: [CH2:16]([O:15][C:14]1[C:13](=[O:23])[C:12]([Br:24])=[CH:11][N:10]2[CH2:25][CH2:26][N:6]([CH2:5][C:4]3[CH:28]=[CH:29][CH:30]=[C:2]([Cl:1])[CH:3]=3)[C:7](=[O:8])[C:9]=12)[C:17]1[CH:18]=[CH:19][CH:20]=[CH:21][CH:22]=1. The catalyst class is: 7. (3) Reactant: [F:1][C:2]1[CH:3]=[CH:4][C:5]([N+:11]([O-:13])=[O:12])=[C:6]([CH:10]=1)[C:7](O)=[O:8].C(Cl)(=O)C(Cl)=O.C[N:21](C=O)C.[NH4+].[OH-]. Product: [F:1][C:2]1[CH:3]=[CH:4][C:5]([N+:11]([O-:13])=[O:12])=[C:6]([CH:10]=1)[C:7]([NH2:21])=[O:8]. The catalyst class is: 34. (4) Reactant: Br[C:2]1[CH:3]=[C:4]([O:9][CH2:10][C:11]2[C:16]([F:17])=[CH:15][CH:14]=[CH:13][C:12]=2[Cl:18])[C:5]([NH2:8])=[N:6][CH:7]=1.[C:19]([C:22]1[CH:27]=[CH:26][C:25](B(O)O)=[CH:24][CH:23]=1)([OH:21])=[O:20].C(=O)([O-])[O-].[K+].[K+].CN(C)C=O. Product: [NH2:8][C:5]1[N:6]=[CH:7][C:2]([C:25]2[CH:26]=[CH:27][C:22]([C:19]([OH:21])=[O:20])=[CH:23][CH:24]=2)=[CH:3][C:4]=1[O:9][CH2:10][C:11]1[C:16]([F:17])=[CH:15][CH:14]=[CH:13][C:12]=1[Cl:18]. The catalyst class is: 103. (5) Reactant: [NH2:1][C:2]1[C:9]([CH3:10])=[CH:8][C:5]([C:6]#[N:7])=[CH:4][C:3]=1[Cl:11].C[Si]([N-][Si](C)(C)C)(C)C.[Na+].[C:22](Cl)(=[O:24])[CH3:23].Cl. Product: [C:22]([NH:1][C:2]1[C:9]([CH3:10])=[CH:8][C:5]([C:6]#[N:7])=[CH:4][C:3]=1[Cl:11])(=[O:24])[CH3:23]. The catalyst class is: 569.